From a dataset of Catalyst prediction with 721,799 reactions and 888 catalyst types from USPTO. Predict which catalyst facilitates the given reaction. (1) Reactant: [Cl:1][C:2]1[CH:3]=[N:4][C:5]([NH:11][C:12]2[CH:17]=[CH:16][CH:15]=[CH:14][CH:13]=2)=[C:6]([CH:10]=1)[C:7]([OH:9])=O.[CH3:18][C:19]([NH2:23])([C:21]#[CH:22])[CH3:20].CCN=C=NCCCN(C)C.C1C=CC2N(O)N=NC=2C=1.CCN(C(C)C)C(C)C. Product: [Cl:1][C:2]1[CH:3]=[N:4][C:5]([NH:11][C:12]2[CH:17]=[CH:16][CH:15]=[CH:14][CH:13]=2)=[C:6]([CH:10]=1)[C:7]([NH:23][C:19]([CH3:20])([C:21]#[CH:22])[CH3:18])=[O:9]. The catalyst class is: 2. (2) Reactant: [Cl:1][C:2]1[CH:3]=[CH:4][C:5]([O:25][CH3:26])=[C:6]([C:8]2[C:12]([NH:13][C:14]([C:16]3[C:24]4[N:23]=[CH:22]N=CC=4NN=3)=[O:15])=[CH:11][NH:10][N:9]=2)[CH:7]=1.[H-].[Na+].Br[CH:30]([F:36])[C:31]([O:33]CC)=[O:32]. Product: [Cl:1][C:2]1[CH:3]=[CH:4][C:5]([O:25][CH3:26])=[C:6]([C:8]2[C:12]([NH:13][C:14]([C:16]3[CH:11]=[N:10][N:9]4[CH:8]=[CH:6][CH:22]=[N:23][C:24]=34)=[O:15])=[CH:11][N:10]([CH:30]([F:36])[C:31]([OH:33])=[O:32])[N:9]=2)[CH:7]=1. The catalyst class is: 3. (3) Reactant: [CH:1]1([C@@H:4]([NH:9][C:10]2[C:22]3[C:21]4[CH:20]=[CH:19][C:18](B5OC(C)(C)C(C)(C)O5)=[CH:17][C:16]=4[NH:15][C:14]=3[C:13]([C:32]([NH2:34])=[O:33])=[CH:12][N:11]=2)[C:5]([F:8])([F:7])[F:6])[CH2:3][CH2:2]1.CC1C=CC(S([N-]Cl)(=O)=O)=CC=1.O.O.O.[Na+].[I-:51].[Na+]. Product: [CH:1]1([C@@H:4]([NH:9][C:10]2[C:22]3[C:21]4[CH:20]=[CH:19][C:18]([I:51])=[CH:17][C:16]=4[NH:15][C:14]=3[C:13]([C:32]([NH2:34])=[O:33])=[CH:12][N:11]=2)[C:5]([F:8])([F:7])[F:6])[CH2:3][CH2:2]1. The catalyst class is: 249. (4) Reactant: C1(P(C2C=CC=CC=2)C2C=CC=CC=2)C=CC=CC=1.CC(OC(/N=N/C(OC(C)C)=O)=O)C.[C:34]1([C:40](=[N:47][C@@H:48]2[CH2:53][CH2:52][N:51]([C:54]([O:56][C:57]([CH3:60])([CH3:59])[CH3:58])=[O:55])[CH2:50][C@H:49]2O)[C:41]2[CH:46]=[CH:45][CH:44]=[CH:43][CH:42]=2)[CH:39]=[CH:38][CH:37]=[CH:36][CH:35]=1.P([N:78]=[N+:79]=[N-:80])(OC1C=CC=CC=1)(OC1C=CC=CC=1)=O. Product: [C:57]([O:56][C:54]([N:51]1[CH2:52][CH2:53][C@@H:48]([N:47]=[C:40]([C:34]2[CH:39]=[CH:38][CH:37]=[CH:36][CH:35]=2)[C:41]2[CH:46]=[CH:45][CH:44]=[CH:43][CH:42]=2)[C@@H:49]([N:78]=[N+:79]=[N-:80])[CH2:50]1)=[O:55])([CH3:59])([CH3:58])[CH3:60]. The catalyst class is: 1. (5) Reactant: N1C=CC=CC=1.[CH2:7]([C:9]([C:34]1[CH:39]=[CH:38][C:37]([OH:40])=[C:36]([CH3:41])[CH:35]=1)([C:12]1[CH:17]=[CH:16][C:15]([C:18]#[C:19][C:20]([O:29]COC)([C:25]([F:28])([F:27])[F:26])[C:21]([F:24])([F:23])[F:22])=[C:14]([CH3:33])[CH:13]=1)[CH2:10][CH3:11])[CH3:8].FC(F)(F)S(OS(C(F)(F)F)(=O)=O)(=O)=O.O. Product: [CH2:7]([C:9]([C:34]1[CH:39]=[CH:38][C:37]([OH:40])=[C:36]([CH3:41])[CH:35]=1)([C:12]1[CH:17]=[CH:16][C:15]([C:18]#[C:19][C:20]([OH:29])([C:25]([F:26])([F:27])[F:28])[C:21]([F:24])([F:23])[F:22])=[C:14]([CH3:33])[CH:13]=1)[CH2:10][CH3:11])[CH3:8]. The catalyst class is: 4. (6) Reactant: [Cl:1][C:2]1[CH:7]=[CH:6][C:5]([N+:8]([O-])=O)=[CH:4][C:3]=1[NH:11][C:12]1[S:13][C:14](=[CH:18][C:19]2[CH:20]=[C:21]3[C:26](=[CH:27][CH:28]=2)[N:25]=[CH:24][CH:23]=[CH:22]3)[C:15](=[O:17])[N:16]=1.O.O.O.O.O.O.O.O.O.[S-2].[Na+].[Na+]. Product: [NH2:8][C:5]1[CH:6]=[CH:7][C:2]([Cl:1])=[C:3]([NH:11][C:12]2[S:13][C:14](=[CH:18][C:19]3[CH:20]=[C:21]4[C:26](=[CH:27][CH:28]=3)[N:25]=[CH:24][CH:23]=[CH:22]4)[C:15](=[O:17])[N:16]=2)[CH:4]=1. The catalyst class is: 14.